This data is from Forward reaction prediction with 1.9M reactions from USPTO patents (1976-2016). The task is: Predict the product of the given reaction. (1) Given the reactants [CH2:1]([N:5]([CH3:38])[C:6](=[O:37])[CH2:7][CH2:8][CH2:9][CH2:10][CH2:11][CH2:12][CH2:13][CH2:14][CH2:15][CH2:16][C@@H:17]1[CH2:34][C:33]2[CH:32]=[C:31]([OH:35])[CH:30]=[CH:29][C:28]=2[C@@H:27]2[C@@H:18]1[C@H:19]1[C@@:23]([CH2:25][CH2:26]2)([CH3:24])[C:22](=[CH2:36])[CH2:21][CH2:20]1)[CH2:2][CH2:3][CH3:4].C([O:43]O)(C)(C)C, predict the reaction product. The product is: [CH2:1]([N:5]([CH3:38])[C:6](=[O:37])[CH2:7][CH2:8][CH2:9][CH2:10][CH2:11][CH2:12][CH2:13][CH2:14][CH2:15][CH2:16][C@@H:17]1[CH2:34][C:33]2[CH:32]=[C:31]([OH:35])[CH:30]=[CH:29][C:28]=2[C@@H:27]2[C@@H:18]1[C@H:19]1[C@@:23]([CH2:25][CH2:26]2)([CH3:24])[C:22](=[CH2:36])[C@H:21]([OH:43])[CH2:20]1)[CH2:2][CH2:3][CH3:4]. (2) The product is: [CH3:11][O:4][C:3]1[CH:5]=[CH:6][CH:7]=[CH:8][C:2]=1[C:1]([O:22][CH3:23])=[O:10]. Given the reactants [C:1]([OH:10])(=O)[C:2]1[C:3](=[CH:5][CH:6]=[CH:7][CH:8]=1)[OH:4].[C:11](=O)([O-])[O-].[K+].[K+].S([O:22][CH3:23])(OC)(=O)=O, predict the reaction product. (3) Given the reactants [NH2:1][C:2]1[CH:9]=[CH:8][C:5]([C:6]#[N:7])=[CH:4][CH:3]=1.[Cl-].[F:11][C:12]1[CH:17]=[CH:16][C:15]([N+]#N)=[CH:14][CH:13]=1, predict the reaction product. The product is: [C:6]([C:5]1[CH:8]=[C:9]([C:15]2[CH:16]=[CH:17][C:12]([F:11])=[CH:13][CH:14]=2)[C:2]([NH2:1])=[CH:3][CH:4]=1)#[N:7]. (4) Given the reactants [C:1]([C:8]1[O:9][C:10]([CH2:17][NH2:18])=[C:11]([C:13]([O:15]C)=[O:14])[N:12]=1)([O:3][C:4]([CH3:7])([CH3:6])[CH3:5])=[O:2], predict the reaction product. The product is: [C:1]([C:8]1[O:9][C:10]([CH2:17][NH2:18])=[C:11]([C:13]([OH:15])=[O:14])[N:12]=1)([O:3][C:4]([CH3:7])([CH3:6])[CH3:5])=[O:2]. (5) Given the reactants [F:1][C:2]1[CH:3]=[CH:4][C:5](B2OC(C)(C)C(C)(C)O2)=[C:6]2[C:10]=1[C@H:9]([O:11][C:12]1[CH:25]=[CH:24][C:15]3[C@H:16]([CH2:19][C:20]([O:22][CH3:23])=[O:21])[CH2:17][O:18][C:14]=3[CH:13]=1)[CH2:8][CH2:7]2.Br[C:36]1[C:41]([CH3:42])=[CH:40][C:39]([N:43]2[CH:47]=[N:46][CH:45]=[N:44]2)=[CH:38][C:37]=1[CH3:48].BrC1C=CC(F)=C2C=1CC[C@H]2OC1C=CC2[C@H](CC(OC)=O)COC=2C=1, predict the reaction product. The product is: [CH3:48][C:37]1[CH:38]=[C:39]([N:43]2[CH:47]=[N:46][CH:45]=[N:44]2)[CH:40]=[C:41]([CH3:42])[C:36]=1[C:5]1[CH:4]=[CH:3][C:2]([F:1])=[C:10]2[C:6]=1[CH2:7][CH2:8][C@H:9]2[O:11][C:12]1[CH:25]=[CH:24][C:15]2[C@H:16]([CH2:19][C:20]([O:22][CH3:23])=[O:21])[CH2:17][O:18][C:14]=2[CH:13]=1.